This data is from Reaction yield outcomes from USPTO patents with 853,638 reactions. The task is: Predict the reaction yield, written as a fraction of the theoretical maximum amount of product (1.0 means a 100% yield; for example, 0.34 means a 34% yield). (1) The reactants are [CH2:1]1[C:10]2[C:5](=[CH:6][CH:7]=[N:8][CH:9]=2)[CH2:4][CH2:3][N:2]1[C:11]1[CH:12]=[C:13]([CH:17]=[CH:18][CH:19]=1)[C:14]([OH:16])=O.C(N(CC)CC)C.CCCP(=O)=O.[CH:33]([C:36]1[CH:37]=[C:38]([CH:40]=[CH:41][CH:42]=1)[NH2:39])([CH3:35])[CH3:34]. The catalyst is CN(C1C=CN=CC=1)C.ClCCCl. The product is [CH2:1]1[C:10]2[C:5](=[CH:6][CH:7]=[N:8][CH:9]=2)[CH2:4][CH2:3][N:2]1[C:11]1[CH:12]=[C:13]([CH:17]=[CH:18][CH:19]=1)[C:14]([NH:39][C:38]1[CH:40]=[CH:41][CH:42]=[C:36]([CH:33]([CH3:35])[CH3:34])[CH:37]=1)=[O:16]. The yield is 0.570. (2) The reactants are [NH2:1][CH2:2][CH2:3][C:4]1[CH:9]=[CH:8][C:7]([S:10]([NH2:13])(=[O:12])=[O:11])=[CH:6][CH:5]=1.[C:14]1(=[O:20])[O:19][C:17](=[O:18])[CH2:16][CH2:15]1. The catalyst is O1CCOCC1. The product is [O:20]=[C:14]([NH:1][CH2:2][CH2:3][C:4]1[CH:5]=[CH:6][C:7]([S:10](=[O:11])(=[O:12])[NH2:13])=[CH:8][CH:9]=1)[CH2:15][CH2:16][C:17]([OH:19])=[O:18]. The yield is 0.920. (3) The reactants are [F:1][C:2]([F:33])([F:32])[C:3]1[CH:4]=[C:5]([CH:25]=[C:26]([C:28]([F:31])([F:30])[F:29])[CH:27]=1)[CH2:6][N:7]([CH3:24])[C:8](=[O:23])[C:9]1[C:14]([C:15]2[CH:20]=[CH:19][CH:18]=[CH:17][C:16]=2[CH3:21])=[CH:13][C:12](Cl)=[N:11][CH:10]=1.[NH:34]1[CH:38]=[N:37][CH:36]=[N:35]1. No catalyst specified. The product is [F:1][C:2]([F:33])([F:32])[C:3]1[CH:4]=[C:5]([CH:25]=[C:26]([C:28]([F:31])([F:30])[F:29])[CH:27]=1)[CH2:6][N:7]([CH3:24])[C:8](=[O:23])[C:9]1[C:14]([C:15]2[CH:20]=[CH:19][CH:18]=[CH:17][C:16]=2[CH3:21])=[CH:13][C:12]([N:34]2[CH:38]=[N:37][CH:36]=[N:35]2)=[N:11][CH:10]=1. The yield is 0.870. (4) The reactants are [CH3:1][O:2][C:3]1[CH:8]=[CH:7][C:6]([C:9]2[N:10]([N:15]3C(=O)C4C(=CC=CC=4)C3=O)[CH:11]=[CH:12][C:13]=2[CH3:14])=[C:5]([CH3:26])[CH:4]=1.O.NN. The catalyst is CCO. The product is [CH3:1][O:2][C:3]1[CH:8]=[CH:7][C:6]([C:9]2[N:10]([NH2:15])[CH:11]=[CH:12][C:13]=2[CH3:14])=[C:5]([CH3:26])[CH:4]=1. The yield is 0.930. (5) The reactants are [OH:1][C:2]1[CH:10]=[C:9]([OH:11])[CH:8]=[CH:7][C:3]=1[C:4]([O-:6])=[O:5].O[CH2:13][CH2:14][NH:15][C:16](=[O:22])[O:17][C:18]([CH3:21])([CH3:20])[CH3:19].[C:23]1(P(C2C=CC=CC=2)C2C=CC=CC=2)C=CC=CC=1.N(C(OC(C)C)=O)=NC(OC(C)C)=O. The catalyst is C1COCC1.C(OCC)(=O)C.O. The product is [C:18]([O:17][C:16]([NH:15][CH2:14][CH2:13][O:11][C:9]1[CH:8]=[CH:7][C:3]([C:4]([O:6][CH3:23])=[O:5])=[C:2]([OH:1])[CH:10]=1)=[O:22])([CH3:21])([CH3:20])[CH3:19]. The yield is 0.560.